Dataset: Forward reaction prediction with 1.9M reactions from USPTO patents (1976-2016). Task: Predict the product of the given reaction. Given the reactants [C:1]([O:6][CH:7]([O:9][CH2:10][CH2:11][CH2:12][CH3:13])[CH3:8])(=[O:5])[C:2]([CH3:4])=[CH2:3].[C:14]([O:19][CH2:20][CH:21]1[O:23][CH2:22]1)(=[O:18])[C:15]([CH3:17])=[CH2:16].C(C(C)=O)C(C)C.N(C(C)(CC)C([O-])=O)=NC(C)(CC)C([O-])=O, predict the reaction product. The product is: [C:7]([O:9][CH:10]([CH3:11])[CH2:14][O:19][CH3:20])(=[O:6])[CH3:8].[C:1]([O:6][CH:7]([O:9][CH2:10][CH2:11][CH2:12][CH3:13])[CH3:8])(=[O:5])[C:2]([CH3:4])=[CH2:3].[C:14]([O:19][CH2:20][CH:21]1[O:23][CH2:22]1)(=[O:18])[C:15]([CH3:17])=[CH2:16].